This data is from Forward reaction prediction with 1.9M reactions from USPTO patents (1976-2016). The task is: Predict the product of the given reaction. (1) Given the reactants CCN(S(F)(F)[F:7])CC.[Cl:10][C:11]1[C:16]2[O:17][C:18]3[CH2:23][CH2:22][N:21]([CH2:24][C:25]4[CH:30]=[CH:29][C:28]([O:31][CH3:32])=[CH:27][CH:26]=4)[CH:20]([CH2:33]O)[C:19]=3[C:15]=2[CH:14]=[C:13]([S:35]([C:38]2[CH:43]=[CH:42][CH:41]=[CH:40][CH:39]=2)(=[O:37])=[O:36])[CH:12]=1, predict the reaction product. The product is: [Cl:10][C:11]1[C:16]2[O:17][C:18]3[CH2:23][CH2:22][N:21]([CH2:24][C:25]4[CH:30]=[CH:29][C:28]([O:31][CH3:32])=[CH:27][CH:26]=4)[CH:20]([CH2:33][F:7])[C:19]=3[C:15]=2[CH:14]=[C:13]([S:35]([C:38]2[CH:43]=[CH:42][CH:41]=[CH:40][CH:39]=2)(=[O:37])=[O:36])[CH:12]=1. (2) The product is: [CH2:20]([N:13]([CH:14]1[CH2:19][CH2:18][O:17][CH2:16][CH2:15]1)[C:4]1[C:5]([CH3:12])=[C:6]([C:7]([O:9][CH3:10])=[O:8])[CH:11]=[C:2]([C:30]2[CH:31]=[CH:32][C:33]([CH2:34][N:35]3[CH2:40][CH2:39][O:38][CH2:37][CH2:36]3)=[CH:41][CH:42]=2)[CH:3]=1)[CH3:21]. Given the reactants Br[C:2]1[CH:3]=[C:4]([N:13]([CH2:20][CH3:21])[CH:14]2[CH2:19][CH2:18][O:17][CH2:16][CH2:15]2)[C:5]([CH3:12])=[C:6]([CH:11]=1)[C:7]([O:9][CH3:10])=[O:8].CC1(C)C(C)(C)OB([C:30]2[CH:42]=[CH:41][C:33]([CH2:34][N:35]3[CH2:40][CH2:39][O:38][CH2:37][CH2:36]3)=[CH:32][CH:31]=2)O1.O1CCOCC1.C(=O)([O-])[O-].[Na+].[Na+], predict the reaction product. (3) Given the reactants C([Li])(C)(C)C.CO[C:8]([C:10]1([CH2:16][CH2:17][CH2:18]I)[CH2:15][CH2:14][O:13][CH2:12][CH2:11]1)=[O:9], predict the reaction product. The product is: [C:8]1(=[O:9])[C:10]2([CH2:11][CH2:12][O:13][CH2:14][CH2:15]2)[CH2:16][CH2:17][CH2:18]1. (4) Given the reactants FC(F)(F)C(O)=O.[Cl:8][C:9]1[CH:14]=[C:13]([Cl:15])[CH:12]=[CH:11][C:10]=1[C:16]1[N:21]=[C:20]([NH:22][CH:23]([CH3:26])[CH2:24][NH2:25])[N:19]2[CH:27]=[CH:28][N:29]=[C:18]2[CH:17]=1.Cl[C:31]1[CH:36]=[CH:35][C:34]([C:37]#[N:38])=[CH:33][N:32]=1.C(N(CC)C(C)C)(C)C.CS(C)=O, predict the reaction product. The product is: [Cl:8][C:9]1[CH:14]=[C:13]([Cl:15])[CH:12]=[CH:11][C:10]=1[C:16]1[N:21]=[C:20]([NH:22][CH:23]([CH3:26])[CH2:24][NH:25][C:31]2[CH:36]=[CH:35][C:34]([C:37]#[N:38])=[CH:33][N:32]=2)[N:19]2[CH:27]=[CH:28][N:29]=[C:18]2[CH:17]=1. (5) Given the reactants [CH3:1][N:2]1[CH:6]=[C:5]([CH:7]=[CH:8][C:9]([OH:11])=[O:10])[CH:4]=[N:3]1.S(=O)(=O)(O)O.[OH-].[Na+].[CH3:19]O, predict the reaction product. The product is: [CH3:1][N:2]1[CH:6]=[C:5]([CH:7]=[CH:8][C:9]([O:11][CH3:19])=[O:10])[CH:4]=[N:3]1. (6) Given the reactants [CH2:1]([O:3][C:4]1[CH:9]=[CH:8][CH:7]=[CH:6][C:5]=1B(O)O)[CH3:2].C(=O)([O-])[O-].[Na+].[Na+].[C:19]([O:23][C:24]([N:26]1[C@@H:31]([C@@H:32]([OH:47])[C@@H:33]([NH:43][C:44](=[O:46])[CH3:45])[CH2:34][C:35]2[CH:40]=[C:39]([F:41])[CH:38]=[C:37](Br)[CH:36]=2)[CH2:30][O:29][C@@H:28]([O:48][CH2:49][C:50]([CH3:53])([CH3:52])[CH3:51])[C@@H:27]1[CH3:54])=[O:25])([CH3:22])([CH3:21])[CH3:20], predict the reaction product. The product is: [C:19]([O:23][C:24]([N:26]1[C@@H:31]([C@@H:32]([OH:47])[C@@H:33]([NH:43][C:44](=[O:46])[CH3:45])[CH2:34][C:35]2[CH:40]=[C:39]([F:41])[CH:38]=[C:37]([C:5]3[CH:6]=[CH:7][CH:8]=[CH:9][C:4]=3[O:3][CH2:1][CH3:2])[CH:36]=2)[CH2:30][O:29][C@@H:28]([O:48][CH2:49][C:50]([CH3:53])([CH3:52])[CH3:51])[C@@H:27]1[CH3:54])=[O:25])([CH3:21])([CH3:22])[CH3:20]. (7) Given the reactants [OH:1][CH2:2][CH2:3][N:4]1[C:12]2[C:7](=[C:8]([CH2:13][CH2:14][C:15]3[CH:20]=[CH:19][C:18]([OH:21])=[CH:17][CH:16]=3)[CH:9]=[CH:10][CH:11]=2)[C:6]([O:22][C@@H:23]2[O:49][C@H:48]([CH2:50][O:51]C(=O)C(C)(C)C)[C@@H:40]([O:41]C(=O)C(C)(C)C)[C@H:32]([O:33]C(=O)C(C)(C)C)[C@H:24]2[O:25]C(=O)C(C)(C)C)=[N:5]1.O.O.[OH-].[Li+], predict the reaction product. The product is: [C@@H:23]1([O:22][C:6]2[C:7]3[C:12](=[CH:11][CH:10]=[CH:9][C:8]=3[CH2:13][CH2:14][C:15]3[CH:16]=[CH:17][C:18]([OH:21])=[CH:19][CH:20]=3)[N:4]([CH2:3][CH2:2][OH:1])[N:5]=2)[O:49][C@H:48]([CH2:50][OH:51])[C@@H:40]([OH:41])[C@H:32]([OH:33])[C@H:24]1[OH:25]. (8) Given the reactants [OH-].[Na+].Cl[C:4]([O:6][C:7](=O)[C:8]1[CH:13]=[CH:12][CH:11]=[CH:10][CH:9]=1)=[O:5].[C:15]([O:19][C:20](=[O:41])[CH2:21][O:22][CH2:23][CH2:24][O:25][CH2:26][CH2:27][O:28][CH2:29][CH2:30][O:31][CH2:32][CH2:33][O:34][CH2:35][CH2:36][O:37][CH2:38][CH2:39][NH2:40])([CH3:18])([CH3:17])[CH3:16], predict the reaction product. The product is: [C:15]([O:19][C:20](=[O:41])[CH2:21][O:22][CH2:23][CH2:24][O:25][CH2:26][CH2:27][O:28][CH2:29][CH2:30][O:31][CH2:32][CH2:33][O:34][CH2:35][CH2:36][O:37][CH2:38][CH2:39][NH:40][C:4]([O:6][CH2:7][C:8]1[CH:13]=[CH:12][CH:11]=[CH:10][CH:9]=1)=[O:5])([CH3:18])([CH3:16])[CH3:17]. (9) Given the reactants [F:1][C:2]1[C:7]([NH2:8])=[CH:6][CH:5]=[C:4]([F:9])[C:3]=1[NH:10][C:11]1[C:16]([C:17]2[N:25]=[CH:24][N:23]=[C:22]3[C:18]=2[N:19]=[CH:20][N:21]3[CH:26]2[CH2:31][CH2:30][CH2:29][CH2:28][O:27]2)=[CH:15][CH:14]=[CH:13][N:12]=1.[Cl:32][C:33]1[CH:38]=[CH:37][CH:36]=[C:35]([CH3:39])[C:34]=1[S:40](Cl)(=[O:42])=[O:41].N1C=CC=CC=1, predict the reaction product. The product is: [Cl:32][C:33]1[CH:38]=[CH:37][CH:36]=[C:35]([CH3:39])[C:34]=1[S:40]([NH:8][C:7]1[CH:6]=[CH:5][C:4]([F:9])=[C:3]([NH:10][C:11]2[C:16]([C:17]3[N:25]=[CH:24][N:23]=[C:22]4[C:18]=3[N:19]=[CH:20][N:21]4[CH:26]3[CH2:31][CH2:30][CH2:29][CH2:28][O:27]3)=[CH:15][CH:14]=[CH:13][N:12]=2)[C:2]=1[F:1])(=[O:41])=[O:42]. (10) Given the reactants Br[C:2]1[CH:3]=[CH:4][C:5]([O:8][CH3:9])=[N:6][CH:7]=1.C1(C)C=CC=CC=1.Cl[C:18]1[CH:23]=[CH:22][CH:21]=[CH:20][N:19]=1.Cl, predict the reaction product. The product is: [CH3:9][O:8][C:5]1[CH:4]=[CH:3][C:2]([C:18]2[CH:23]=[CH:22][CH:21]=[CH:20][N:19]=2)=[CH:7][N:6]=1.